This data is from In vitro SARS-CoV-2 activity screen of 1,480 approved drugs from Prestwick library. The task is: Binary Classification. Given a drug SMILES string, predict its activity (active/inactive) in a high-throughput screening assay against a specified biological target. The compound is Cl.Cl.Fc1ccc(C(OCCN2CCN(CCCc3ccccc3)CC2)c2ccc(F)cc2)cc1. The result is 0 (inactive).